Dataset: Reaction yield outcomes from USPTO patents with 853,638 reactions. Task: Predict the reaction yield, written as a fraction of the theoretical maximum amount of product (1.0 means a 100% yield; for example, 0.34 means a 34% yield). (1) The reactants are [OH:1][C:2]1[C:11]2[C:6](=[CH:7][CH:8]=[CH:9][CH:10]=2)[C:5]([CH3:18])([CH2:12][CH2:13][C@@H:14]([CH3:17])[CH2:15][CH3:16])[C:4](=[O:19])[C:3]=1[C:20]1[NH:25][C:24]2[CH:26]=[CH:27][C:28]([NH:30][S:31]([CH3:34])(=[O:33])=[O:32])=[CH:29][C:23]=2[S:22](=[O:36])(=[O:35])[N:21]=1.[OH-].[Na+:38]. The catalyst is O. The product is [CH3:18][C:5]1([CH2:12][CH2:13][C@@H:14]([CH3:17])[CH2:15][CH3:16])[C:6]2[C:11](=[CH:10][CH:9]=[CH:8][CH:7]=2)[C:2]([O-:1])=[C:3]([C:20]2[NH:25][C:24]3[CH:26]=[CH:27][C:28]([NH:30][S:31]([CH3:34])(=[O:33])=[O:32])=[CH:29][C:23]=3[S:22](=[O:36])(=[O:35])[N:21]=2)[C:4]1=[O:19].[Na+:38]. The yield is 0.840. (2) The reactants are [CH3:33][CH2:34][CH2:35][CH2:36][CH2:37][CH2:38][CH2:33][CH2:34][CH2:35][CH2:36][CH2:37][CH2:38]CCCC(NC(C(OC)OC)CO[C:33]([CH2:34][CH2:35][CH2:36][CH2:37][CH2:38]CCCC[CH2:33][CH2:34][CH2:35][CH2:36][CH2:37][CH3:38])=O)=O.F[C:63]1[C:68](B([C:63]2[C:68](F)=[C:67](F)[C:66](F)=[C:65](F)[C:64]=2F)[C:63]2[C:68](F)=[C:67](F)[C:66](F)=[C:65](F)[C:64]=2F)=[C:67](F)[C:66](F)=[C:65](F)[C:64]=1F.[C:78]1([Si:84]([C:93]2[CH:98]=[CH:97][CH:96]=[CH:95][CH:94]=2)([O:89][SiH:90]([CH3:92])C)[O:85][SiH:86]([CH3:88])[CH3:87])C=CC=CC=1.[H][H].[O-2:101].[Mg+2]. No catalyst specified. The product is [C:93]1([Si:84]2([CH3:78])[O:85][Si:86]([C:87]3[CH:97]=[CH:98][CH:93]=[CH:94][CH:95]=3)([CH3:88])[O:85][Si:84]([C:63]3[CH:64]=[CH:65][CH:66]=[CH:67][CH:68]=3)([CH3:78])[O:101][Si:90]([C:38]3[CH:33]=[CH:34][CH:35]=[CH:36][CH:37]=3)([CH3:92])[O:89]2)[CH:94]=[CH:95][CH:96]=[CH:97][CH:98]=1. The yield is 0.790. (3) The catalyst is CO.[Pd]. The product is [NH2:6][CH2:5][CH2:9][CH2:8][N:6]1[CH:5]=[CH:9][CH:8]=[CH:7]1. The yield is 0.900. The reactants are C(CC[C:5]1[NH:6][CH:7]=[CH:8][CH:9]=1)#N. (4) The reactants are CON(C)[C:4](=[O:16])[CH2:5][CH2:6][C:7]1[C:12]([Cl:13])=[CH:11][C:10]([Cl:14])=[CH:9][C:8]=1[Cl:15].[CH3:18][Mg]I. The catalyst is C1COCC1. The product is [Cl:15][C:8]1[CH:9]=[C:10]([Cl:14])[CH:11]=[C:12]([Cl:13])[C:7]=1[CH2:6][CH2:5][C:4](=[O:16])[CH3:18]. The yield is 0.600. (5) The reactants are [NH:1]1[CH:5]=[CH:4][N:3]=[CH:2]1.C(=O)([O-])[O-].[K+].[K+].Br[CH:13]([C:16]1[CH:21]=[CH:20][C:19]([C:22]2[CH:27]=[CH:26][CH:25]=[C:24]([O:28][CH3:29])[CH:23]=2)=[CH:18][N:17]=1)[CH2:14][CH3:15]. The catalyst is CN(C=O)C.O. The product is [N:1]1([CH:13]([C:16]2[CH:21]=[CH:20][C:19]([C:22]3[CH:27]=[CH:26][CH:25]=[C:24]([O:28][CH3:29])[CH:23]=3)=[CH:18][N:17]=2)[CH2:14][CH3:15])[CH:5]=[CH:4][N:3]=[CH:2]1. The yield is 0.120. (6) The reactants are [NH2:1][C:2]1[CH:10]=[CH:9][CH:8]=[C:4]([C:5]([OH:7])=O)[C:3]=1[C:11]([OH:13])=[O:12].[C:14](OC(=O)C)(=[O:16])[CH3:15]. No catalyst specified. The product is [C:14]([NH:1][C:2]1[CH:10]=[CH:9][CH:8]=[C:4]2[C:5]([O:13][C:11](=[O:12])[C:3]=12)=[O:7])(=[O:16])[CH3:15]. The yield is 0.610.